This data is from NCI-60 drug combinations with 297,098 pairs across 59 cell lines. The task is: Regression. Given two drug SMILES strings and cell line genomic features, predict the synergy score measuring deviation from expected non-interaction effect. Drug 1: C1=NC2=C(N1)C(=S)N=C(N2)N. Drug 2: C1C(C(OC1N2C=NC3=C2NC=NCC3O)CO)O. Cell line: 786-0. Synergy scores: CSS=41.8, Synergy_ZIP=-2.83, Synergy_Bliss=-3.44, Synergy_Loewe=-5.41, Synergy_HSA=-0.728.